Dataset: Full USPTO retrosynthesis dataset with 1.9M reactions from patents (1976-2016). Task: Predict the reactants needed to synthesize the given product. (1) Given the product [CH2:21]([C:6]1[C:7]([CH3:8])=[C:2]([Cl:1])[CH:3]=[C:4]([CH:10]([CH3:12])[CH3:11])[C:5]=1[OH:9])[CH:20]=[CH2:19], predict the reactants needed to synthesize it. The reactants are: [Cl:1][C:2]1[C:7]([CH3:8])=[CH:6][C:5]([OH:9])=[C:4]([CH:10]([CH3:12])[CH3:11])[CH:3]=1.C(=O)([O-])[O-].[K+].[K+].[CH2:19](Br)[CH:20]=[CH2:21].C(OCC=C)C=C.C(C1C(C(F)(F)F)=CC=C(Cl)C=1O)C=C. (2) Given the product [O:13]1[C:8]2[CH:7]=[CH:6][C:5]([C:3]3[N:23]=[C:15]([C:16]4[CH:21]=[CH:20][CH:19]=[CH:18][CH:17]=4)[S:22][CH:2]=3)=[CH:14][C:9]=2[CH2:10][CH2:11][CH2:12]1, predict the reactants needed to synthesize it. The reactants are: Cl[CH2:2][C:3]([C:5]1[CH:6]=[CH:7][C:8]2[O:13][CH2:12][CH2:11][CH2:10][C:9]=2[CH:14]=1)=O.[C:15]([NH2:23])(=[S:22])[C:16]1[CH:21]=[CH:20][CH:19]=[CH:18][CH:17]=1.